This data is from Catalyst prediction with 721,799 reactions and 888 catalyst types from USPTO. The task is: Predict which catalyst facilitates the given reaction. Reactant: [O:1]([C:8]1[CH:13]=[CH:12][C:11]([NH:14][C:15]2[N:20]=[CH:19][N:18]=[C:17]([NH:21][C:22]3[CH:23]=[C:24]([CH:29]=[CH:30][CH:31]=3)[C:25]([O:27]C)=[O:26])[CH:16]=2)=[CH:10][CH:9]=1)[C:2]1[CH:7]=[CH:6][CH:5]=[CH:4][CH:3]=1.[Li+].[OH-]. Product: [O:1]([C:8]1[CH:9]=[CH:10][C:11]([NH:14][C:15]2[N:20]=[CH:19][N:18]=[C:17]([NH:21][C:22]3[CH:23]=[C:24]([CH:29]=[CH:30][CH:31]=3)[C:25]([OH:27])=[O:26])[CH:16]=2)=[CH:12][CH:13]=1)[C:2]1[CH:3]=[CH:4][CH:5]=[CH:6][CH:7]=1. The catalyst class is: 200.